This data is from Full USPTO retrosynthesis dataset with 1.9M reactions from patents (1976-2016). The task is: Predict the reactants needed to synthesize the given product. Given the product [Br:58][C:55]1[S:54][C:53]([NH:52][C:36](=[O:37])[CH:35]([N:39]2[CH2:47][C:46]3[C:41](=[CH:42][C:43]([Cl:49])=[C:44]([Cl:48])[CH:45]=3)[C:40]2=[O:50])[CH2:34][CH:28]2[CH2:29][CH2:30][CH2:31][CH2:32][CH2:33]2)=[N:57][CH:56]=1, predict the reactants needed to synthesize it. The reactants are: F[P-](F)(F)(F)(F)F.N1(O[P+](N(C)C)(N(C)C)N(C)C)C2C=CC=CC=2N=N1.[CH:28]1([CH2:34][C@H:35]([N:39]2[CH2:47][C:46]3[C:41](=[CH:42][C:43]([Cl:49])=[C:44]([Cl:48])[CH:45]=3)[C:40]2=[O:50])[C:36](O)=[O:37])[CH2:33][CH2:32][CH2:31][CH2:30][CH2:29]1.Cl.[NH2:52][C:53]1[S:54][C:55]([Br:58])=[CH:56][N:57]=1.C1(C[C@H](N2CC3C(=CC=CC=3)C2=O)C(NC2SC=CN=2)=O)CCCCC1.